Dataset: Reaction yield outcomes from USPTO patents with 853,638 reactions. Task: Predict the reaction yield, written as a fraction of the theoretical maximum amount of product (1.0 means a 100% yield; for example, 0.34 means a 34% yield). (1) The reactants are [Cl:1][C:2]1[O:3][C:4]2[CH:10]=[CH:9][C:8]([C:11]([CH2:30][CH3:31])=[C:12]([C:23]3[CH:28]=[CH:27][C:26]([OH:29])=[CH:25][CH:24]=3)[C:13]3[CH:18]=[CH:17][C:16]([O:19][CH2:20][CH2:21]Cl)=[CH:15][CH:14]=3)=[CH:7][C:5]=2[CH:6]=1.[NH:32]1[CH2:38][CH2:37][CH2:36][CH2:35][CH2:34][CH2:33]1. The catalyst is CO. The product is [N:32]1([CH2:21][CH2:20][O:19][C:16]2[CH:15]=[CH:14][C:13]([C:12]([C:23]3[CH:28]=[CH:27][C:26]([OH:29])=[CH:25][CH:24]=3)=[C:11]([C:8]3[CH:9]=[CH:10][C:4]4[O:3][C:2]([Cl:1])=[CH:6][C:5]=4[CH:7]=3)[CH2:30][CH3:31])=[CH:18][CH:17]=2)[CH2:38][CH2:37][CH2:36][CH2:35][CH2:34][CH2:33]1. The yield is 0.480. (2) The reactants are [CH:1]([C:4]1[CH:5]=[C:6]([C:10]2[CH:18]=[C:17]3[C:13]([CH2:14][C:15](=[O:19])[NH:16]3)=[CH:12][CH:11]=2)[CH:7]=[CH:8][CH:9]=1)([CH3:3])[CH3:2].[N:20]1([CH2:25][CH2:26][NH:27][C:28]([C:30]2[C:34]([CH3:35])=[C:33]([CH:36]=O)[NH:32][C:31]=2[CH3:38])=[O:29])[CH2:24][CH2:23][CH2:22][CH2:21]1. No catalyst specified. The product is [N:20]1([CH2:25][CH2:26][NH:27][C:28]([C:30]2[C:34]([CH3:35])=[C:33]([CH:36]=[C:14]3[C:13]4[C:17](=[CH:18][C:10]([C:6]5[CH:7]=[CH:8][CH:9]=[C:4]([CH:1]([CH3:3])[CH3:2])[CH:5]=5)=[CH:11][CH:12]=4)[NH:16][C:15]3=[O:19])[NH:32][C:31]=2[CH3:38])=[O:29])[CH2:24][CH2:23][CH2:22][CH2:21]1. The yield is 0.630. (3) The reactants are C[O:2][C:3](=[O:20])[C:4]1[CH:9]=[CH:8][C:7](Cl)=[N:6][C:5]=1[NH:11][C:12]1[CH:17]=[CH:16][C:15]([Br:18])=[CH:14][C:13]=1[F:19].BrC1C=CC(NC2N=C(Cl)C=CC=2C(O)=[O:32])=C(F)C=1.C[Si](C=[N+]=[N-])(C)C. The catalyst is CO.C1C=CC=CC=1. The product is [Br:18][C:15]1[CH:16]=[CH:17][C:12]([NH:11][C:5]2[NH:6][C:7](=[O:32])[CH:8]=[CH:9][C:4]=2[C:3]([OH:2])=[O:20])=[C:13]([F:19])[CH:14]=1. The yield is 0.930. (4) The reactants are [OH:1][C@H:2]1[CH2:10][C:9]2[C:4](=[CH:5][CH:6]=[CH:7][CH:8]=2)[C@H:3]1[NH:11][C:12](=[O:18])[O:13][C:14]([CH3:17])([CH3:16])[CH3:15].[O-2].[Ba+2].[OH-].[Ba+2].[OH-].I[CH3:25]. The catalyst is CN(C=O)C. The product is [CH3:25][O:1][C@H:2]1[CH2:10][C:9]2[C:4](=[CH:5][CH:6]=[CH:7][CH:8]=2)[C@H:3]1[NH:11][C:12](=[O:18])[O:13][C:14]([CH3:15])([CH3:17])[CH3:16]. The yield is 0.250. (5) The reactants are [CH2:1]([C:4]1[C:5]([OH:29])=[C:6]([C:10]2[NH:11][C:12]3[C:17]([C:18]=2[CH:19]2[CH2:24][CH2:23][CH2:22][CH2:21][CH2:20]2)=[CH:16][CH:15]=[C:14]([C:25]([O:27][CH3:28])=[O:26])[CH:13]=3)[CH:7]=[CH:8][CH:9]=1)[CH:2]=[CH2:3]. The catalyst is CCOC(C)=O.[Pd]. The product is [CH:19]1([C:18]2[C:17]3[C:12](=[CH:13][C:14]([C:25]([O:27][CH3:28])=[O:26])=[CH:15][CH:16]=3)[NH:11][C:10]=2[C:6]2[CH:7]=[CH:8][CH:9]=[C:4]([CH2:1][CH2:2][CH3:3])[C:5]=2[OH:29])[CH2:24][CH2:23][CH2:22][CH2:21][CH2:20]1. The yield is 0.980. (6) The reactants are [C:1]1([C:7]2[CH:12]=[CH:11][CH:10]=[C:9]([C:13]3[N:14]=[N:15]NN=3)[N:8]=2)[CH:6]=[CH:5][CH:4]=[CH:3][CH:2]=1.[C:18](Cl)(=[O:28])[C:19]1[CH:27]=[CH:26][CH:25]=[C:21]([C:22](Cl)=[O:23])[CH:20]=1.O.[OH-].[Na+]. The catalyst is N1C=CC=CC=1. The product is [C:1]1([C:7]2[CH:12]=[CH:11][CH:10]=[C:9]([C:13]3[O:28][C:18]([C:19]4[CH:27]=[CH:26][CH:25]=[C:21]([C:22]5[O:23][C:13]([C:9]6[N:8]=[C:7]([C:1]7[CH:2]=[CH:3][CH:4]=[CH:5][CH:6]=7)[CH:12]=[CH:11][CH:10]=6)=[N:14][N:15]=5)[CH:20]=4)=[N:15][N:14]=3)[N:8]=2)[CH:2]=[CH:3][CH:4]=[CH:5][CH:6]=1. The yield is 0.730. (7) The reactants are C(OC(=O)[NH:10][C:11]1[CH:16]=[CH:15][C:14]([F:17])=[C:13]([C:18]([C:20]2[C:28]3[C:23](=[N:24][CH:25]=[C:26]([Cl:29])[CH:27]=3)[NH:22][CH:21]=2)=[O:19])[C:12]=1[F:30])C1C=CC=CC=1.[OH-].[Na+]. The catalyst is O. The product is [NH2:10][C:11]1[C:12]([F:30])=[C:13]([C:18]([C:20]2[C:28]3[C:23](=[N:24][CH:25]=[C:26]([Cl:29])[CH:27]=3)[NH:22][CH:21]=2)=[O:19])[C:14]([F:17])=[CH:15][CH:16]=1. The yield is 0.810.